From a dataset of Forward reaction prediction with 1.9M reactions from USPTO patents (1976-2016). Predict the product of the given reaction. The product is: [CH:1]1([N:7]2[C:12](=[O:13])[C:11]([C:14]([NH:16][CH2:17][C:18]([OH:20])=[O:19])=[O:15])=[C:10]([OH:23])[N:9]([CH:24]3[CH2:29][CH2:28][CH2:27][N:26]([C:30]([O:32][CH2:33][C:34]4[CH:35]=[CH:36][CH:37]=[CH:38][CH:39]=4)=[O:31])[CH2:25]3)[C:8]2=[O:40])[CH2:2][CH2:3][CH2:4][CH2:5][CH2:6]1. Given the reactants [CH:1]1([N:7]2[C:12](=[O:13])[C:11]([C:14]([NH:16][CH2:17][C:18]([O:20]CC)=[O:19])=[O:15])=[C:10]([OH:23])[N:9]([CH:24]3[CH2:29][CH2:28][CH2:27][N:26]([C:30]([O:32][CH2:33][C:34]4[CH:39]=[CH:38][CH:37]=[CH:36][CH:35]=4)=[O:31])[CH2:25]3)[C:8]2=[O:40])[CH2:6][CH2:5][CH2:4][CH2:3][CH2:2]1.[OH-].[Na+], predict the reaction product.